Predict the reactants needed to synthesize the given product. From a dataset of Full USPTO retrosynthesis dataset with 1.9M reactions from patents (1976-2016). Given the product [C:28]([O:32][C:33]([N:35]1[CH2:40][CH2:39][CH:38]([C:2]2[CH:3]=[CH:4][C:5]([C@H:8]([C:20]3[CH:25]=[CH:24][CH:23]=[CH:22][C:21]=3[CH3:26])[CH2:9][C:10]([C:12]3[CH:13]=[CH:14][C:15](=[O:19])[N:16]([CH3:18])[N:17]=3)=[O:11])=[CH:6][CH:7]=2)[CH2:37][CH2:36]1)=[O:34])([CH3:31])([CH3:30])[CH3:29], predict the reactants needed to synthesize it. The reactants are: Br[C:2]1[CH:7]=[CH:6][C:5]([C@H:8]([C:20]2[CH:25]=[CH:24][CH:23]=[CH:22][C:21]=2[CH3:26])[CH2:9][C:10]([C:12]2[CH:13]=[CH:14][C:15](=[O:19])[N:16]([CH3:18])[N:17]=2)=[O:11])=[CH:4][CH:3]=1.[I-].[C:28]([O:32][C:33]([N:35]1[CH2:40][CH2:39][CH:38]([Zn+])[CH2:37][CH2:36]1)=[O:34])([CH3:31])([CH3:30])[CH3:29].